This data is from NCI-60 drug combinations with 297,098 pairs across 59 cell lines. The task is: Regression. Given two drug SMILES strings and cell line genomic features, predict the synergy score measuring deviation from expected non-interaction effect. (1) Synergy scores: CSS=0.889, Synergy_ZIP=2.35, Synergy_Bliss=3.84, Synergy_Loewe=2.05, Synergy_HSA=1.62. Cell line: MCF7. Drug 2: CC(C)CN1C=NC2=C1C3=CC=CC=C3N=C2N. Drug 1: CNC(=O)C1=NC=CC(=C1)OC2=CC=C(C=C2)NC(=O)NC3=CC(=C(C=C3)Cl)C(F)(F)F. (2) Drug 1: C1=CC(=C2C(=C1NCCNCCO)C(=O)C3=C(C=CC(=C3C2=O)O)O)NCCNCCO. Drug 2: CC1C(C(CC(O1)OC2CC(OC(C2O)C)OC3=CC4=CC5=C(C(=O)C(C(C5)C(C(=O)C(C(C)O)O)OC)OC6CC(C(C(O6)C)O)OC7CC(C(C(O7)C)O)OC8CC(C(C(O8)C)O)(C)O)C(=C4C(=C3C)O)O)O)O. Cell line: HS 578T. Synergy scores: CSS=38.6, Synergy_ZIP=13.8, Synergy_Bliss=15.2, Synergy_Loewe=3.31, Synergy_HSA=15.1.